Dataset: Forward reaction prediction with 1.9M reactions from USPTO patents (1976-2016). Task: Predict the product of the given reaction. (1) Given the reactants [Si]([O:8][CH2:9][C:10]1([CH2:23][CH2:24][CH:25]([C:27]2[C:36]3[C:31](=[CH:32][CH:33]=[C:34]([O:37][CH3:38])[CH:35]=3)[N:30]=[CH:29][C:28]=2[Cl:39])[OH:26])[CH2:15][CH2:14][N:13](C(OC(C)(C)C)=O)[CH2:12][CH2:11]1)(C(C)(C)C)(C)C.C(OCC)C, predict the reaction product. The product is: [ClH:39].[ClH:39].[Cl:39][C:28]1[CH:29]=[N:30][C:31]2[C:36]([C:27]=1[CH:25]([OH:26])[CH2:24][CH2:23][C:10]1([CH2:9][OH:8])[CH2:15][CH2:14][NH:13][CH2:12][CH2:11]1)=[CH:35][C:34]([O:37][CH3:38])=[CH:33][CH:32]=2. (2) Given the reactants [C:1]([S:9]CC(O)=O)(=S)[C:2]1[CH:7]=[CH:6][CH:5]=[CH:4][CH:3]=1.[OH-].[Na+].O.[NH2:17][NH2:18], predict the reaction product. The product is: [C:1]([NH:17][NH2:18])(=[S:9])[C:2]1[CH:7]=[CH:6][CH:5]=[CH:4][CH:3]=1. (3) Given the reactants [OH-].[Na+:2].CO.[CH3:5][C:6]1[CH:7]=[N:8][C:9]([CH2:15][S+:16]([O-:28])[C:17]2[NH:18][C:19]3[CH:20]=[CH:21][C:22]([O:26][CH3:27])=[CH:23][C:24]=3[N:25]=2)=[C:10]([CH3:14])[C:11]=1[O:12][CH3:13].ClCCl, predict the reaction product. The product is: [CH3:5][C:6]1[CH:7]=[N:8][C:9]([CH2:15][S+:16]([O-:28])[C:17]2[N-:18][C:19]3[CH:20]=[CH:21][C:22]([O:26][CH3:27])=[CH:23][C:24]=3[N:25]=2)=[C:10]([CH3:14])[C:11]=1[O:12][CH3:13].[Na+:2]. (4) The product is: [CH3:26][C@H:24]1[NH:25][C@@H:20]([CH3:19])[CH2:21][N:22]([C:27]([C:29]2[C:30]([CH3:36])=[C:31]([CH:34]=[C:11]3[C:10]4[C:14](=[CH:15][CH:16]=[CH:17][C:9]=4[C:6]4[CH:7]=[CH:8][C:3]([O:2][CH3:1])=[CH:4][CH:5]=4)[NH:13][C:12]3=[O:18])[NH:32][CH:33]=2)=[O:28])[CH2:23]1. Given the reactants [CH3:1][O:2][C:3]1[CH:8]=[CH:7][C:6]([C:9]2[CH:17]=[CH:16][CH:15]=[C:14]3[C:10]=2[CH2:11][C:12](=[O:18])[NH:13]3)=[CH:5][CH:4]=1.[CH3:19][C@H:20]1[NH:25][C@@H:24]([CH3:26])[CH2:23][N:22]([C:27]([C:29]2[C:30]([CH3:36])=[C:31]([CH:34]=O)[NH:32][CH:33]=2)=[O:28])[CH2:21]1, predict the reaction product. (5) Given the reactants CC(O)(CCC(C)(O)C)C.C1(OC)C=CC=CC=1.[CH3:19][O:20][C:21]1[CH:22]=[C:23]2[C:28](=[CH:29][CH:30]=1)[C:27]([CH3:32])([CH3:31])[CH2:26][CH2:25][C:24]2([CH3:34])[CH3:33].B(Br)(Br)Br, predict the reaction product. The product is: [CH3:19][O:20][C:21]1[CH:22]=[C:23]2[C:28](=[CH:29][CH:30]=1)[C:27]([CH3:32])([CH3:31])[CH2:26][CH2:25][C:24]2([CH3:34])[CH3:33].[CH3:31][C:27]1([CH3:32])[CH2:26][CH2:25][C:24]([CH3:34])([CH3:33])[C:23]2[CH:22]=[C:21]([OH:20])[CH:30]=[CH:29][C:28]1=2.